From a dataset of Forward reaction prediction with 1.9M reactions from USPTO patents (1976-2016). Predict the product of the given reaction. (1) Given the reactants [Br:1][C:2]1[CH:3]=[C:4]([CH:16]=[C:17]([Cl:19])[CH:18]=1)[O:5][C:6]1[C:7](C(O)=O)=[N:8][CH:9]=[CH:10][C:11]=1[CH3:12].C([N:22](CC)CC)C.N1C=CC=CC=1.C(O)(C)(C)C.C1(P(N=[N+]=[N-])(C2C=CC=CC=2)=O)C=CC=CC=1, predict the reaction product. The product is: [Br:1][C:2]1[CH:3]=[C:4]([CH:16]=[C:17]([Cl:19])[CH:18]=1)[O:5][C:6]1[C:7]([NH2:22])=[N:8][CH:9]=[CH:10][C:11]=1[CH3:12]. (2) The product is: [C:51]([O:50][C:49]([NH:48][C@@H:32]([C:33]1[CH:38]=[C:37]([C:2]2[CH:23]=[C:22]([NH:24][CH2:25][CH:26]3[CH2:28][CH2:27]3)[CH:21]=[C:4]([CH2:5][O:6][C:7]3[CH:12]=[CH:11][CH:10]=[CH:9][C:8]=3[CH2:13][C:14]([O:16][C:17]([CH3:20])([CH3:19])[CH3:18])=[O:15])[CH:3]=2)[CH:36]=[CH:35][CH:34]=1)[CH2:31][CH2:30][OH:29])=[O:55])([CH3:54])([CH3:52])[CH3:53]. Given the reactants Cl[C:2]1[CH:3]=[C:4]([CH:21]=[C:22]([NH:24][CH2:25][CH:26]2[CH2:28][CH2:27]2)[CH:23]=1)[CH2:5][O:6][C:7]1[CH:12]=[CH:11][CH:10]=[CH:9][C:8]=1[CH2:13][C:14]([O:16][C:17]([CH3:20])([CH3:19])[CH3:18])=[O:15].[OH:29][CH2:30][CH2:31][C@@H:32]([NH:48][C:49](=[O:55])[O:50][C:51]([CH3:54])([CH3:53])[CH3:52])[C:33]1[CH:38]=[CH:37][CH:36]=[C:35](B2OC(C)(C)C(C)(C)O2)[CH:34]=1, predict the reaction product.